Dataset: CYP1A2 inhibition data for predicting drug metabolism from PubChem BioAssay. Task: Regression/Classification. Given a drug SMILES string, predict its absorption, distribution, metabolism, or excretion properties. Task type varies by dataset: regression for continuous measurements (e.g., permeability, clearance, half-life) or binary classification for categorical outcomes (e.g., BBB penetration, CYP inhibition). Dataset: cyp1a2_veith. (1) The compound is O=C1[C@H]2CC[C@H]3/C(=N\OC[C@@H](O)COCc4ccco4)C[C@@H](O)[C@@H](O)[C@@H]3[C@@H]2C(=O)N1Cc1ccccc1. The result is 0 (non-inhibitor). (2) The drug is NC(=S)N/N=C\c1c[nH]c2ccccc12. The result is 1 (inhibitor). (3) The drug is COc1cc(N)c(Cl)cc1C(=O)N[C@@H]1CN2CCC1CC2. The result is 0 (non-inhibitor). (4) The molecule is O=C(O)CNCP(=O)(O)O. The result is 0 (non-inhibitor). (5) The compound is COc1cccc(-c2ccc3ncnc(N(C)Cc4ccco4)c3c2)c1. The result is 1 (inhibitor). (6) The drug is N#Cc1c(NC(=O)C2CC(c3ccccc3Cl)=NO2)sc2c1CCC2. The result is 1 (inhibitor). (7) The compound is COc1cccc(-c2nc(Nc3ccncc3)c3ccccc3n2)c1. The result is 1 (inhibitor). (8) The drug is O=C(NCc1ccco1)Nc1cccs1. The result is 1 (inhibitor).